The task is: Predict the reactants needed to synthesize the given product.. This data is from Full USPTO retrosynthesis dataset with 1.9M reactions from patents (1976-2016). (1) Given the product [CH2:5]([O:7][C:8]([C:9]1[N:19]=[C:20]([CH3:21])[O:22][C:10]=1[C:12]1[CH:17]=[CH:16][CH:15]=[C:14]([F:18])[CH:13]=1)=[O:23])[CH3:6], predict the reactants needed to synthesize it. The reactants are: O=S(Cl)Cl.[CH2:5]([O:7][C:8](=[O:23])[CH:9]([NH:19][C:20](=[O:22])[CH3:21])[C:10]([C:12]1[CH:17]=[CH:16][CH:15]=[C:14]([F:18])[CH:13]=1)=O)[CH3:6].C([O-])([O-])=O.[K+].[K+]. (2) Given the product [Cl:1][C:2]1[S:6][C:5]([S:7]([NH:27][C:25]([NH:24][CH2:16][CH2:17][CH2:18][CH2:19][CH2:20][CH2:21][CH2:22][CH3:23])=[NH:26])(=[O:9])=[O:8])=[CH:4][CH:3]=1, predict the reactants needed to synthesize it. The reactants are: [Cl:1][C:2]1[S:6][C:5]([S:7](Cl)(=[O:9])=[O:8])=[CH:4][CH:3]=1.S(O)(O)(=O)=O.[CH2:16]([NH:24][C:25]([NH2:27])=[NH:26])[CH2:17][CH2:18][CH2:19][CH2:20][CH2:21][CH2:22][CH3:23].[CH2:16]([NH:24][C:25]([NH2:27])=[NH:26])[CH2:17][CH2:18][CH2:19][CH2:20][CH2:21][CH2:22][CH3:23].